This data is from Reaction yield outcomes from USPTO patents with 853,638 reactions. The task is: Predict the reaction yield, written as a fraction of the theoretical maximum amount of product (1.0 means a 100% yield; for example, 0.34 means a 34% yield). The reactants are [Cl:1][C:2]1[CH:7]=[CH:6][C:5]([CH2:8][CH2:9][CH:10]=O)=[CH:4][CH:3]=1.C[Si]([C:16]#[N:17])(C)C.[NH3:18].CO. The catalyst is [I-].[Zn+2].[I-]. The product is [NH2:18][CH:10]([CH2:9][CH2:8][C:5]1[CH:6]=[CH:7][C:2]([Cl:1])=[CH:3][CH:4]=1)[C:16]#[N:17]. The yield is 0.500.